This data is from Reaction yield outcomes from USPTO patents with 853,638 reactions. The task is: Predict the reaction yield, written as a fraction of the theoretical maximum amount of product (1.0 means a 100% yield; for example, 0.34 means a 34% yield). The reactants are [CH3:1][N:2]1[C:10]([CH2:11][CH2:12][CH2:13][C:14]([OH:16])=O)=[N:9][C:8]2[CH:7]=[C:6]([N:17]([CH2:21][CH2:22][Cl:23])[CH2:18][CH2:19][Cl:20])[CH:5]=[CH:4][C:3]1=2.Cl.CN(C(ON1N=NC2C=CC=NC1=2)=[N+](C)C)C.F[P-](F)(F)(F)(F)F.CCN(C(C)C)C(C)C.[CH2:58]([NH2:76])[CH2:59][CH2:60][CH2:61][CH2:62][CH2:63][CH2:64][CH2:65][CH2:66][CH2:67][CH2:68][CH2:69][CH2:70][CH2:71][CH2:72][CH2:73][CH2:74][CH3:75]. The catalyst is CN(C=O)C. The product is [Cl:20][CH2:19][CH2:18][N:17]([CH2:21][CH2:22][Cl:23])[C:6]1[CH:5]=[CH:4][C:3]2[N:2]([CH3:1])[C:10]([CH2:11][CH2:12][CH2:13][C:14]([NH:76][CH2:58][CH2:59][CH2:60][CH2:61][CH2:62][CH2:63][CH2:64][CH2:65][CH2:66][CH2:67][CH2:68][CH2:69][CH2:70][CH2:71][CH2:72][CH2:73][CH2:74][CH3:75])=[O:16])=[N:9][C:8]=2[CH:7]=1. The yield is 0.330.